This data is from CYP3A4 inhibition data for predicting drug metabolism from PubChem BioAssay. The task is: Regression/Classification. Given a drug SMILES string, predict its absorption, distribution, metabolism, or excretion properties. Task type varies by dataset: regression for continuous measurements (e.g., permeability, clearance, half-life) or binary classification for categorical outcomes (e.g., BBB penetration, CYP inhibition). Dataset: cyp3a4_veith. (1) The molecule is O=C(Nc1ccccc1)N1CC2(CCN(C(=O)c3cnccn3)CC2)C1. The result is 0 (non-inhibitor). (2) The compound is COC(=O)c1cnn(C(=O)c2cc(OC)ccc2Br)c1N. The result is 1 (inhibitor).